Dataset: hERG Central: cardiac toxicity at 1µM, 10µM, and general inhibition. Task: Predict hERG channel inhibition at various concentrations. (1) The compound is O=C(NCCN1CCOCC1)c1cc2cc([N+](=O)[O-])ccc2s1. Results: hERG_inhib (hERG inhibition (general)): blocker. (2) The molecule is COc1nc(NCCN2CCOCC2)nc(Nc2ccccc2)n1. Results: hERG_inhib (hERG inhibition (general)): blocker. (3) The compound is Cc1cccc(NC(=O)c2cc([N+](=O)[O-])ccc2N2CCN(C)CC2)c1. Results: hERG_inhib (hERG inhibition (general)): blocker. (4) The compound is COc1ccc(OC)c(CNC(=O)CCn2c(=O)c3cccn3c3ccc(F)cc32)c1. Results: hERG_inhib (hERG inhibition (general)): blocker. (5) The molecule is O=C(c1ccco1)N1CCN(Cc2csc(-c3ccccc3Cl)n2)CC1. Results: hERG_inhib (hERG inhibition (general)): blocker.